Task: Regression. Given two drug SMILES strings and cell line genomic features, predict the synergy score measuring deviation from expected non-interaction effect.. Dataset: Merck oncology drug combination screen with 23,052 pairs across 39 cell lines (1) Drug 1: O=S1(=O)NC2(CN1CC(F)(F)F)C1CCC2Cc2cc(C=CCN3CCC(C(F)(F)F)CC3)ccc2C1. Drug 2: CS(=O)(=O)CCNCc1ccc(-c2ccc3ncnc(Nc4ccc(OCc5cccc(F)c5)c(Cl)c4)c3c2)o1. Cell line: ES2. Synergy scores: synergy=14.8. (2) Drug 1: O=c1[nH]cc(F)c(=O)[nH]1. Drug 2: CC(C)CC(NC(=O)C(Cc1ccccc1)NC(=O)c1cnccn1)B(O)O. Cell line: SKOV3. Synergy scores: synergy=-4.60. (3) Drug 1: C#Cc1cccc(Nc2ncnc3cc(OCCOC)c(OCCOC)cc23)c1. Drug 2: CCC1(O)C(=O)OCc2c1cc1n(c2=O)Cc2cc3c(CN(C)C)c(O)ccc3nc2-1. Cell line: OV90. Synergy scores: synergy=15.6.